Dataset: Full USPTO retrosynthesis dataset with 1.9M reactions from patents (1976-2016). Task: Predict the reactants needed to synthesize the given product. (1) Given the product [Cl:16][C:17]1[CH:22]=[C:21]([Cl:23])[CH:20]=[CH:19][C:18]=1[CH2:24][O:25][C@@H:26]1[C@@H:32]([CH2:33][O:34][CH2:35][C:36]2[CH:41]=[CH:40][C:39]([Cl:42])=[CH:38][C:37]=2[Cl:43])[O:31][C@H:28]([O:29][CH3:30])[C@:27]1([CH:12]=[CH2:13])[OH:44], predict the reactants needed to synthesize it. The reactants are: O.O.O.O.O.O.O.[Cl-].[Ce+3].[Cl-].[Cl-].[CH:12]([Mg]Br)=[CH2:13].[Cl:16][C:17]1[CH:22]=[C:21]([Cl:23])[CH:20]=[CH:19][C:18]=1[CH2:24][O:25][C@@H:26]1[C@@H:32]([CH2:33][O:34][CH2:35][C:36]2[CH:41]=[CH:40][C:39]([Cl:42])=[CH:38][C:37]=2[Cl:43])[O:31][C@H:28]([O:29][CH3:30])[C:27]1=[O:44]. (2) Given the product [CH:1]1([C:4]2[CH:14]=[C:8]([C:9]3[NH:13][C:34]4=[N:33][C:32]([N:36]5[CH2:41][CH2:40][CH2:39][C@@H:38]([C:42]([N:44]6[CH2:48][CH2:47][CH2:46][CH2:45]6)=[O:43])[CH2:37]5)=[CH:31][CH:30]=[C:29]4[N:28]=3)[CH:7]=[N:6][CH:5]=2)[CH2:2][CH2:3]1, predict the reactants needed to synthesize it. The reactants are: [CH:1]1([C:4]2[CH:5]=[N:6][CH:7]=[C:8]([CH:14]=2)[C:9](=[NH:13])OCC)[CH2:3][CH2:2]1.C(O)(=O)C.C(N(CC)CC)C.Cl.Cl.[NH2:28][C:29]1[CH:30]=[CH:31][C:32]([N:36]2[CH2:41][CH2:40][CH2:39][C@@H:38]([C:42]([N:44]3[CH2:48][CH2:47][CH2:46][CH2:45]3)=[O:43])[CH2:37]2)=[N:33][C:34]=1N. (3) Given the product [C:9]([NH:2][CH2:3][C:4]([NH2:6])=[O:5])([O:11][C:12]([CH3:15])([CH3:14])[CH3:13])=[O:10], predict the reactants needed to synthesize it. The reactants are: Cl.[NH2:2][CH2:3][C:4]([NH2:6])=[O:5].[OH-].[Na+].[C:9](O[C:9]([O:11][C:12]([CH3:15])([CH3:14])[CH3:13])=[O:10])([O:11][C:12]([CH3:15])([CH3:14])[CH3:13])=[O:10].CCCCCC.CC(C)=O. (4) Given the product [CH3:1][O:2][C:3]1[CH:4]=[N:5][CH:6]=[C:7]([C:13]2[CH:18]=[CH:17][C:16]([C:19]3[O:20][C:21]([CH3:31])=[C:22]([CH2:24][CH2:25][N:26]4[CH2:27][CH2:28][CH2:29][CH2:30]4)[N:23]=3)=[CH:15][CH:14]=2)[CH:8]=1, predict the reactants needed to synthesize it. The reactants are: [CH3:1][O:2][C:3]1[CH:4]=[N:5][CH:6]=[C:7](B(O)O)[CH:8]=1.Br[C:13]1[CH:18]=[CH:17][C:16]([C:19]2[O:20][C:21]([CH3:31])=[C:22]([CH2:24][CH2:25][N:26]3[CH2:30][CH2:29][CH2:28][CH2:27]3)[N:23]=2)=[CH:15][CH:14]=1. (5) Given the product [Cl:19][C:11]1[CH:12]=[C:13]([CH:17]=[CH2:18])[CH:14]=[C:15]([Cl:16])[C:10]=1[C:9]([NH:8][C:6]1[CH:5]=[CH:4][N:3]=[C:2]([NH:26][C:24]([CH:21]2[CH2:23][CH2:22]2)=[O:25])[CH:7]=1)=[O:20], predict the reactants needed to synthesize it. The reactants are: Br[C:2]1[CH:7]=[C:6]([NH:8][C:9](=[O:20])[C:10]2[C:15]([Cl:16])=[CH:14][C:13]([CH:17]=[CH2:18])=[CH:12][C:11]=2[Cl:19])[CH:5]=[CH:4][N:3]=1.[CH:21]1([C:24]([NH2:26])=[O:25])[CH2:23][CH2:22]1.CC1(C)C2C(=C(P(C3C=CC=CC=3)C3C=CC=CC=3)C=CC=2)OC2C(P(C3C=CC=CC=3)C3C=CC=CC=3)=CC=CC1=2.C([O-])([O-])=O.[Cs+].[Cs+]. (6) Given the product [C:5]([O:7][CH2:13][CH3:14])(=[O:6])[CH3:4].[CH3:11][CH2:2][CH2:3][CH:4]([CH3:9])[CH3:5].[I:12][C:13]1[CH:18]=[CH:17][CH:16]=[CH:15][C:14]=1[S:19]([CH3:20])=[O:21], predict the reactants needed to synthesize it. The reactants are: Cl[C:2]1[CH:3]=[C:4]([CH:9]=C[CH:11]=1)[C:5]([O:7]O)=[O:6].[I:12][C:13]1[CH:18]=[CH:17][CH:16]=[CH:15][C:14]=1[S:19][CH3:20].[OH-:21].[Ca+2].[OH-]. (7) Given the product [NH2:19][C:17]1[CH:16]=[CH:15][C:10]([O:11][CH2:12][CH2:13][OH:14])=[C:9]([N:8]2[C:4]([CH:1]3[CH2:3][CH2:2]3)=[N:5][N:6]=[N:7]2)[CH:18]=1, predict the reactants needed to synthesize it. The reactants are: [CH:1]1([C:4]2[N:8]([C:9]3[CH:18]=[C:17]([N+:19]([O-])=O)[CH:16]=[CH:15][C:10]=3[O:11][CH2:12][CH2:13][OH:14])[N:7]=[N:6][N:5]=2)[CH2:3][CH2:2]1. (8) Given the product [F:19][C:20]1[C:21]([O:29][CH3:30])=[C:22]([C:2]2[CH:3]=[N:4][C:5]3[N:6]([CH:8]=[C:9]([CH2:11][O:12][C:13]4[CH:18]=[CH:17][CH:16]=[CH:15][N:14]=4)[N:10]=3)[CH:7]=2)[CH:23]=[CH:24][CH:25]=1, predict the reactants needed to synthesize it. The reactants are: Br[C:2]1[CH:3]=[N:4][C:5]2[N:6]([CH:8]=[C:9]([CH2:11][O:12][C:13]3[CH:18]=[CH:17][CH:16]=[CH:15][N:14]=3)[N:10]=2)[CH:7]=1.[F:19][C:20]1[C:21]([O:29][CH3:30])=[C:22](B(O)O)[CH:23]=[CH:24][CH:25]=1. (9) Given the product [CH3:1][O:2][C:3]1[CH:4]=[CH:5][C:6]([CH2:7][O:8][C:9]2[CH:10]=[C:11]([C:12]3[O:14][C:20]([CH3:21])=[N:23][N:24]=3)[CH:15]=[CH:16][CH:17]=2)=[CH:18][CH:19]=1, predict the reactants needed to synthesize it. The reactants are: [CH3:1][O:2][C:3]1[CH:19]=[CH:18][C:6]([CH2:7][O:8][C:9]2[CH:10]=[C:11]([CH:15]=[CH:16][CH:17]=2)[C:12]([OH:14])=O)=[CH:5][CH:4]=1.[C:20]([NH:23][NH2:24])(=O)[CH3:21].C1C=CC2N(O)N=NC=2C=1.C(Cl)CCl.CC[N+](S(N=C(OC)[O-])(=O)=O)(CC)CC. (10) The reactants are: [C:1]([O:5][C:6]([CH:8]([NH2:14])[CH2:9][CH2:10][CH2:11][CH2:12][NH2:13])=[O:7])([CH3:4])(C)C.Cl[C:16](OCC=C)=O. Given the product [CH2:1]([O:5][C:6]([CH:8]([NH2:14])[CH2:9][CH2:10][CH2:11][CH2:12][NH2:13])=[O:7])[CH:4]=[CH2:16], predict the reactants needed to synthesize it.